This data is from Catalyst prediction with 721,799 reactions and 888 catalyst types from USPTO. The task is: Predict which catalyst facilitates the given reaction. (1) Reactant: Cl[C:2]1[CH:7]=[C:6]([NH:8][C:9]2[CH:18]=[CH:17][CH:16]=[CH:15][C:10]=2[C:11]([NH:13][CH3:14])=[O:12])[C:5]([CH:19]2[CH2:21][CH2:20]2)=[CH:4][N:3]=1.[CH3:22][N:23]1[C:27]([NH2:28])=[CH:26][C:25]([CH3:29])=[N:24]1.C([O-])([O-])=O.[Cs+].[Cs+].CC1(C)C2C(=C(P(C3C=CC=CC=3)C3C=CC=CC=3)C=CC=2)OC2C(P(C3C=CC=CC=3)C3C=CC=CC=3)=CC=CC1=2. Product: [CH:19]1([C:5]2[C:6]([NH:8][C:9]3[CH:18]=[CH:17][CH:16]=[CH:15][C:10]=3[C:11]([NH:13][CH3:14])=[O:12])=[CH:7][C:2]([NH:28][C:27]3[N:23]([CH3:22])[N:24]=[C:25]([CH3:29])[CH:26]=3)=[N:3][CH:4]=2)[CH2:21][CH2:20]1. The catalyst class is: 102. (2) Reactant: [N:1]1[CH:6]=[CH:5][CH:4]=[C:3]([CH:7]=O)[CH:2]=1.C(O[C:12](=[O:16])[CH2:13][C:14]#[N:15])C.[CH:17]1([NH:20][C:21]([NH2:23])=[NH:22])[CH2:19][CH2:18]1.Cl.C(=O)([O-])[O-].[K+].[K+]. Product: [C:14]([C:13]1[C:12](=[O:16])[NH:23][C:21]([NH:20][CH:17]2[CH2:19][CH2:18]2)=[N:22][C:7]=1[C:3]1[CH:2]=[N:1][CH:6]=[CH:5][CH:4]=1)#[N:15]. The catalyst class is: 8. (3) Reactant: [CH3:13][C:12]([O:11][C:9](O[C:9]([O:11][C:12]([CH3:15])([CH3:14])[CH3:13])=[O:10])=[O:10])([CH3:15])[CH3:14].[Cl:16][C:17]1[N:22]=[C:21]([NH2:23])[CH:20]=[CH:19][CH:18]=1.C[Si](C)(C)[N-][Si](C)(C)C.[Na+]. Product: [Cl:16][C:17]1[N:22]=[C:21]([NH:23][C:9](=[O:10])[O:11][C:12]([CH3:13])([CH3:14])[CH3:15])[CH:20]=[CH:19][CH:18]=1. The catalyst class is: 1. (4) Reactant: [NH2:1][C:2]1[N:10]=[C:9]([O:11][CH2:12][CH2:13][CH2:14][CH3:15])[N:8]=[C:7]2[C:3]=1[NH:4][C:5](=[O:20])[N:6]2[CH2:16][CH2:17][CH2:18]Cl.[NH:21]1[CH2:25][CH2:24][CH2:23][CH2:22]1. Product: [NH2:1][C:2]1[N:10]=[C:9]([O:11][CH2:12][CH2:13][CH2:14][CH3:15])[N:8]=[C:7]2[C:3]=1[NH:4][C:5](=[O:20])[N:6]2[CH2:16][CH2:17][CH2:18][N:21]1[CH2:25][CH2:24][CH2:23][CH2:22]1. The catalyst class is: 16. (5) Product: [CH:1]1([NH:4][C:9]([NH:25][NH:24][C:26]2[C:31]([I:32])=[CH:30][CH:29]=[CH:28][N:27]=2)=[O:15])[CH2:3][CH2:2]1. Reactant: [CH:1]1([NH2:4])[CH2:3][CH2:2]1.ClC(Cl)(O[C:9](=[O:15])OC(Cl)(Cl)Cl)Cl.C(N(CC)CC)C.[NH:24]([C:26]1[C:31]([I:32])=[CH:30][CH:29]=[CH:28][N:27]=1)[NH2:25]. The catalyst class is: 4.